This data is from Forward reaction prediction with 1.9M reactions from USPTO patents (1976-2016). The task is: Predict the product of the given reaction. (1) Given the reactants [CH2:1]([O:3][C:4]([C:6]1[CH:10]=[C:9]([C:11]2[CH:16]=[CH:15][CH:14]=[C:13]([NH:17]C(OC(C)(C)C)=O)[CH:12]=2)[O:8][N:7]=1)=[O:5])[CH3:2].FC(F)(F)C(O)=O, predict the reaction product. The product is: [NH2:17][C:13]1[CH:12]=[C:11]([C:9]2[O:8][N:7]=[C:6]([C:4]([O:3][CH2:1][CH3:2])=[O:5])[CH:10]=2)[CH:16]=[CH:15][CH:14]=1. (2) Given the reactants [C:1]([O:5][C:6]([N:8]1[CH2:13][CH2:12][N:11]([C:14]2[CH:19]=[CH:18][C:17]([O:20][CH2:21][CH2:22][CH2:23][O:24][CH2:25][C:26]3[CH:31]=[CH:30][CH:29]=[CH:28][C:27]=3[O:32][CH3:33])=[CH:16][CH:15]=2)[C@@H:10]([CH:34]([O:38][C:39]2[CH:48]=[C:47]3[C:42]([CH2:43][CH2:44][CH2:45][NH:46]3)=[CH:41][CH:40]=2)[CH2:35][C:36]#[N:37])[CH2:9]1)=[O:7])([CH3:4])([CH3:3])[CH3:2].C1C[O:52][CH2:51][CH2:50]1, predict the reaction product. The product is: [C:1]([O:5][C:6]([N:8]1[CH2:13][CH2:12][N:11]([C:14]2[CH:19]=[CH:18][C:17]([O:20][CH2:21][CH2:22][CH2:23][O:24][CH2:25][C:26]3[CH:31]=[CH:30][CH:29]=[CH:28][C:27]=3[O:32][CH3:33])=[CH:16][CH:15]=2)[C@@H:10]([CH:34]([O:38][C:39]2[CH:48]=[C:47]3[C:42]([CH2:43][CH2:44][CH2:45][NH:46]3)=[CH:41][CH:40]=2)[CH2:35][CH2:36][NH:37][C:51](=[O:52])[CH3:50])[CH2:9]1)=[O:7])([CH3:4])([CH3:2])[CH3:3]. (3) Given the reactants Br[C:2]1[CH:21]=[CH:20][C:19]([C:22]([F:25])([F:24])[F:23])=[CH:18][C:3]=1[CH2:4][N:5]1[C@@H:9]([CH3:10])[C@@H:8]([C:11]2[CH:16]=[CH:15][CH:14]=[CH:13][CH:12]=2)[O:7][C:6]1=[O:17].[B:26]1([B:26]2[O:30][C:29]([CH3:32])([CH3:31])[C:28]([CH3:34])([CH3:33])[O:27]2)[O:30][C:29]([CH3:32])([CH3:31])[C:28]([CH3:34])([CH3:33])[O:27]1, predict the reaction product. The product is: [CH3:10][C@H:9]1[C@@H:8]([C:11]2[CH:16]=[CH:15][CH:14]=[CH:13][CH:12]=2)[O:7][C:6](=[O:17])[N:5]1[CH2:4][C:3]1[CH:18]=[C:19]([C:22]([F:25])([F:24])[F:23])[CH:20]=[CH:21][C:2]=1[B:26]1[O:30][C:29]([CH3:32])([CH3:31])[C:28]([CH3:34])([CH3:33])[O:27]1. (4) Given the reactants Cl[C:2]1[CH:7]=[CH:6][C:5]([C:8]2[C:13](=[O:14])[N:12]3[CH:15]=[CH:16][CH:17]=[CH:18][C:11]3=[N:10][C:9]=2[CH2:19][CH2:20][CH:21]2[CH2:23][CH2:22]2)=[CH:4][CH:3]=1.C(C1N=C2C=CC=CN2C(=O)C=1C1C=CC(Cl)=CC=1)CCC.[NH2:46][C@@H:47]1[CH2:51][CH2:50][N:49]([C:52]([O:54][C:55]([CH3:58])([CH3:57])[CH3:56])=[O:53])[CH2:48]1.NC1CCCN(C(OC(C)(C)C)=O)C1, predict the reaction product. The product is: [CH:21]1([CH2:20][CH2:19][C:9]2[N:10]=[C:11]3[CH:18]=[CH:17][CH:16]=[CH:15][N:12]3[C:13](=[O:14])[C:8]=2[C:5]2[CH:6]=[CH:7][C:2]([NH:46][C@@H:47]3[CH2:51][CH2:50][N:49]([C:52]([O:54][C:55]([CH3:58])([CH3:57])[CH3:56])=[O:53])[CH2:48]3)=[CH:3][CH:4]=2)[CH2:23][CH2:22]1. (5) Given the reactants [Cl:1][C:2]1[CH:10]=[CH:9][CH:8]=[C:4]([C:5]([OH:7])=O)[C:3]=1[NH2:11].CC(=O)O[CH2:15][CH3:16].[CH3:18][CH2:19][CH2:20][CH2:21][CH2:22][CH3:23], predict the reaction product. The product is: [Cl:1][C:2]1[CH:10]=[CH:9][CH:8]=[C:4]2[C:3]=1[N:11]=[C:3]([CH2:2][CH3:10])[N:11]([CH2:18][CH2:19][C:20]1[CH:16]=[CH:15][CH:23]=[CH:22][CH:21]=1)[C:5]2=[O:7]. (6) Given the reactants [C:20]1([B-]([C:20]2[CH:25]=[CH:24][CH:23]=[CH:22][CH:21]=2)([C:20]2[CH:25]=[CH:24][CH:23]=[CH:22][CH:21]=2)[C:26]2C=CC=C[CH:26]=2)[CH:25]=[CH:24][CH:23]=[CH:22][CH:21]=1.[C:26]([PH+](C(C)(C)C)C(C)(C)C)(C)(C)C.[C:63]1([CH3:66])[CH:64]=[CH:65][C:60]([B-]([C:60]2[CH:65]=[CH:64][C:63]([CH3:66])=[CH:62][CH:61]=2)([C:60]2[CH:65]=[CH:64][C:63]([CH3:66])=[CH:62][CH:61]=2)[C:60]2[CH:65]=[CH:64][C:63]([CH3:66])=[CH:62][CH:61]=2)=[CH:61][CH:62]=1.C([PH+](C(C)(C)C)C(C)(C)C)(C)(C)C.C(P(C(C)(C)C)C(C)(C)C)(C)(C)C, predict the reaction product. The product is: [CH:66]([C:63]1[CH:62]=[CH:61][C:60]([C:20]2[CH:21]=[CH:22][CH:23]=[CH:24][CH:25]=2)=[CH:65][CH:64]=1)=[CH2:26].